Dataset: Full USPTO retrosynthesis dataset with 1.9M reactions from patents (1976-2016). Task: Predict the reactants needed to synthesize the given product. Given the product [CH3:1][O:2][C:3]([C@H:5]([C:6]1[CH:11]=[CH:10][CH:9]=[CH:8][CH:7]=1)[C@@H:12]1[NH:17][CH2:16][CH2:15][CH2:14][CH2:13]1)=[O:4], predict the reactants needed to synthesize it. The reactants are: [CH3:1][O:2][C:3]([CH:5]([CH:12]1[NH:17][CH2:16][CH2:15][CH2:14][CH2:13]1)[C:6]1[CH:7]=[CH:8][CH:9]=[CH:10][CH:11]=1)=[O:4].Cl.[OH-].[NH4+].